This data is from NCI-60 drug combinations with 297,098 pairs across 59 cell lines. The task is: Regression. Given two drug SMILES strings and cell line genomic features, predict the synergy score measuring deviation from expected non-interaction effect. Drug 2: CC1C(C(CC(O1)OC2CC(CC3=C2C(=C4C(=C3O)C(=O)C5=C(C4=O)C(=CC=C5)OC)O)(C(=O)C)O)N)O.Cl. Drug 1: COC1=C(C=C2C(=C1)N=CN=C2NC3=CC(=C(C=C3)F)Cl)OCCCN4CCOCC4. Synergy scores: CSS=51.5, Synergy_ZIP=1.71, Synergy_Bliss=3.45, Synergy_Loewe=1.97, Synergy_HSA=4.55. Cell line: NCI-H322M.